The task is: Regression/Classification. Given a drug SMILES string, predict its absorption, distribution, metabolism, or excretion properties. Task type varies by dataset: regression for continuous measurements (e.g., permeability, clearance, half-life) or binary classification for categorical outcomes (e.g., BBB penetration, CYP inhibition). Dataset: cyp3a4_veith.. This data is from CYP3A4 inhibition data for predicting drug metabolism from PubChem BioAssay. The result is 0 (non-inhibitor). The compound is CNC[C@H](O)[C@H](O)[C@H](O)[C@H](O)CO.Cc1c(Nc2ncccc2C(=O)O)cccc1C(F)(F)F.